This data is from Reaction yield outcomes from USPTO patents with 853,638 reactions. The task is: Predict the reaction yield, written as a fraction of the theoretical maximum amount of product (1.0 means a 100% yield; for example, 0.34 means a 34% yield). (1) The reactants are [CH3:1][O:2][C:3]1[NH:4][C:5](=[O:27])[C:6]([CH2:12][C:13]2[CH:18]=[CH:17][C:16]([C:19]3[C:20]([C:25]#[N:26])=[CH:21][CH:22]=[CH:23][CH:24]=3)=[CH:15][CH:14]=2)=[C:7]([CH2:9][CH2:10][CH3:11])[N:8]=1.[C:28]([O:32][C:33]1[CH:38]=[CH:37][C:36](B(O)O)=[CH:35][CH:34]=1)([CH3:31])([CH3:30])[CH3:29].C(N(CC)CC)C.N1C=CC=CC=1. The catalyst is ClCCl.C(OCC)(=O)C.C([O-])(=O)C.[Cu+2].C([O-])(=O)C. The product is [C:28]([O:32][C:33]1[CH:38]=[CH:37][C:36]([N:4]2[C:5](=[O:27])[C:6]([CH2:12][C:13]3[CH:18]=[CH:17][C:16]([C:19]4[C:20]([C:25]#[N:26])=[CH:21][CH:22]=[CH:23][CH:24]=4)=[CH:15][CH:14]=3)=[C:7]([CH2:9][CH2:10][CH3:11])[N:8]=[C:3]2[O:2][CH3:1])=[CH:35][CH:34]=1)([CH3:31])([CH3:29])[CH3:30]. The yield is 0.750. (2) The reactants are [CH3:1][O:2][CH2:3][CH2:4][O:5][CH2:6][O:7][C:8]1[CH:13]=[C:12]([O:14][CH2:15][O:16][CH2:17][CH2:18][O:19][CH3:20])[CH:11]=[C:10]([O:21][C:22]2[CH:27]=[CH:26][C:25]([N+:28]([O-])=O)=[CH:24][CH:23]=2)[C:9]=1[C:31]1[O:35][N:34]=[C:33]([C:36]([NH:38][CH:39]2[CH2:44][CH2:43][N:42]([C:45]([O:47][C:48]([CH3:51])([CH3:50])[CH3:49])=[O:46])[CH2:41][CH2:40]2)=[O:37])[CH:32]=1.[Cl-].[NH4+]. The catalyst is O1CCOCC1.O.C(OCC)(=O)C.[Zn]. The product is [C:48]([O:47][C:45]([N:42]1[CH2:41][CH2:40][CH:39]([NH:38][C:36]([C:33]2[CH:32]=[C:31]([C:9]3[C:10]([O:21][C:22]4[CH:27]=[CH:26][C:25]([NH2:28])=[CH:24][CH:23]=4)=[CH:11][C:12]([O:14][CH2:15][O:16][CH2:17][CH2:18][O:19][CH3:20])=[CH:13][C:8]=3[O:7][CH2:6][O:5][CH2:4][CH2:3][O:2][CH3:1])[O:35][N:34]=2)=[O:37])[CH2:44][CH2:43]1)=[O:46])([CH3:49])([CH3:50])[CH3:51]. The yield is 0.860. (3) The reactants are [CH3:1][C:2]([CH3:5])([O-:4])[CH3:3].[Na+].[Br-].C1([PH+](C2C=CC=CC=2)C2C=CC=CC=2)C=CC=CC=1.[CH2:27]([O:29][C:30]([C:32]1[NH:33][C:34]([CH:38]=O)=[CH:35][C:36]=1[CH3:37])=[O:31])[CH3:28].C1C[O:43][CH2:42][CH2:41]1. No catalyst specified. The product is [CH2:27]([O:29][C:30]([C:32]1[NH:33][C:34]([CH:38]=[CH:41][C:42]([O:4][C:2]([CH3:5])([CH3:3])[CH3:1])=[O:43])=[CH:35][C:36]=1[CH3:37])=[O:31])[CH3:28]. The yield is 0.810.